From a dataset of Experimentally validated miRNA-target interactions with 360,000+ pairs, plus equal number of negative samples. Binary Classification. Given a miRNA mature sequence and a target amino acid sequence, predict their likelihood of interaction. The miRNA is hsa-miR-7150 with sequence CUGGCAGGGGGAGAGGUA. The protein sequence of the target gene is MSGSHTPACGPFSALTPSIWPQEILAKYTQKEESAEQPEFYYDEFGFRVYKEEGDEPGSSLLANSPLMEDAPQRLRWQAHLEFTHNHDVGDLTWDKIAVSLPRSEKLRSLVLAGIPHGMRPQLWMRLSGALQKKRNSELSYREIVKNSSNDETIAAKQIEKDLLRTMPSNACFASMGSIGVPRLRRVLRALAWLYPEIGYCQGTGMVAACLLLFLEEEDAFWMMSAIIEDLLPASYFSTTLLGVQTDQRVLRHLIVQYLPRLDKLLQEHDIELSLITLHWFLTAFASVVDIKLLLRIWDL.... Result: 0 (no interaction).